This data is from Reaction yield outcomes from USPTO patents with 853,638 reactions. The task is: Predict the reaction yield, written as a fraction of the theoretical maximum amount of product (1.0 means a 100% yield; for example, 0.34 means a 34% yield). (1) No catalyst specified. The reactants are [C:1]([C@H:5]1[CH2:10][CH2:9][C@H:8]([O:11][C:12]2[C:13]([C:29]3[CH:34]=[CH:33][C:32](OC(F)(F)F)=[CH:31][CH:30]=3)=[C:14]3[C:19](=[CH:20][CH:21]=2)[CH:18]=[C:17]([C@:22]2([CH3:28])[CH2:26][O:25][C:24](=[O:27])[NH:23]2)[CH:16]=[CH:15]3)[CH2:7][CH2:6]1)([CH3:4])([CH3:3])[CH3:2].[CH3:40][S:41](C1C=CC(B(O)O)=CC=1)(=[O:43])=[O:42]. The product is [C:1]([C@H:5]1[CH2:10][CH2:9][C@H:8]([O:11][C:12]2[C:13]([C:29]3[CH:34]=[CH:33][C:32]([S:41]([CH3:40])(=[O:43])=[O:42])=[CH:31][CH:30]=3)=[C:14]3[C:19](=[CH:20][CH:21]=2)[CH:18]=[C:17]([C@:22]2([CH3:28])[CH2:26][O:25][C:24](=[O:27])[NH:23]2)[CH:16]=[CH:15]3)[CH2:7][CH2:6]1)([CH3:4])([CH3:3])[CH3:2]. The yield is 0.860. (2) The reactants are Cl[C:2]1[N:7]2[N:8]=[C:9]([CH3:11])[CH:10]=[C:6]2[N:5]=[C:4]([NH:12][C:13](=[O:24])[C:14]2[CH:19]=[CH:18][C:17]([C:20]([OH:23])([CH3:22])[CH3:21])=[CH:16][CH:15]=2)[CH:3]=1.[O:25]1[CH2:30][CH2:29][O:28][C:27]2[CH:31]=[C:32](B(O)O)[CH:33]=[CH:34][C:26]1=2.O1CCOCC1. The catalyst is CO.C1(P(C2C=CC=CC=2)[C-]2C=CC=C2)C=CC=CC=1.[C-]1(P(C2C=CC=CC=2)C2C=CC=CC=2)C=CC=C1.[Fe+2].Cl[Pd]Cl. The product is [O:25]1[CH2:30][CH2:29][O:28][C:27]2[CH:31]=[C:32]([C:2]3[N:7]4[N:8]=[C:9]([CH3:11])[CH:10]=[C:6]4[N:5]=[C:4]([NH:12][C:13](=[O:24])[C:14]4[CH:19]=[CH:18][C:17]([C:20]([OH:23])([CH3:22])[CH3:21])=[CH:16][CH:15]=4)[CH:3]=3)[CH:33]=[CH:34][C:26]1=2. The yield is 0.740. (3) The reactants are [F:1][C:2]1[CH:10]=[C:9]2[C:5]([CH:6]=[C:7]([C:11]([CH3:16])([CH3:15])[CH2:12][CH2:13][OH:14])[NH:8]2)=[CH:4][C:3]=1[N+:17]([O-:19])=[O:18].[CH3:20][C:21]([Si:24](Cl)([CH3:26])[CH3:25])([CH3:23])[CH3:22].N1C=CN=C1. The catalyst is C(Cl)Cl. The product is [Si:24]([O:14][CH2:13][CH2:12][C:11]([C:7]1[NH:8][C:9]2[C:5]([CH:6]=1)=[CH:4][C:3]([N+:17]([O-:19])=[O:18])=[C:2]([F:1])[CH:10]=2)([CH3:16])[CH3:15])([C:21]([CH3:23])([CH3:22])[CH3:20])([CH3:26])[CH3:25]. The yield is 0.530. (4) The reactants are Br[C:2]1[C:3](=[O:31])[N:4]([CH2:23][CH2:24][C:25]2[CH:30]=[CH:29][CH:28]=[CH:27][CH:26]=2)[C:5]([C:9]2[CH:14]=[CH:13][CH:12]=[CH:11][C:10]=2[O:15][CH2:16][C:17]2[CH:22]=[CH:21][CH:20]=[CH:19][CH:18]=2)=[N:6][C:7]=1[CH3:8].[F-].[Cs+].[CH3:34][C:35]1[S:36][C:37]([Sn](CCCC)(CCCC)CCCC)=[CH:38][N:39]=1. The catalyst is O1CCOCC1. The product is [CH3:8][C:7]1[N:6]=[C:5]([C:9]2[CH:14]=[CH:13][CH:12]=[CH:11][C:10]=2[O:15][CH2:16][C:17]2[CH:18]=[CH:19][CH:20]=[CH:21][CH:22]=2)[N:4]([CH2:23][CH2:24][C:25]2[CH:30]=[CH:29][CH:28]=[CH:27][CH:26]=2)[C:3](=[O:31])[C:2]=1[C:37]1[S:36][C:35]([CH3:34])=[N:39][CH:38]=1. The yield is 0.690.